Task: Regression. Given a peptide amino acid sequence and an MHC pseudo amino acid sequence, predict their binding affinity value. This is MHC class I binding data.. Dataset: Peptide-MHC class I binding affinity with 185,985 pairs from IEDB/IMGT The peptide sequence is TLLVDLLWL. The MHC is HLA-B45:01 with pseudo-sequence HLA-B45:01. The binding affinity (normalized) is 0.